This data is from Forward reaction prediction with 1.9M reactions from USPTO patents (1976-2016). The task is: Predict the product of the given reaction. (1) Given the reactants [NH2:1][C:2]1[CH:7]=[C:6]([CH3:8])[CH:5]=[C:4]([O:9][CH2:10][CH2:11][C:12]2[CH:17]=[CH:16][C:15]([C:18]#[N:19])=[CH:14][CH:13]=2)[CH:3]=1.[C:20]([O:24][CH2:25][CH3:26])(=[O:23])[CH:21]=[CH2:22].C(O)(=O)C, predict the reaction product. The product is: [C:18]([C:15]1[CH:14]=[CH:13][C:12]([CH2:11][CH2:10][O:9][C:4]2[CH:3]=[C:2]([NH:1][CH:21]([CH3:22])[C:20]([O:24][CH2:25][CH3:26])=[O:23])[CH:7]=[C:6]([CH3:8])[CH:5]=2)=[CH:17][CH:16]=1)#[N:19]. (2) The product is: [C:1]([O:5][C:6]([N:8]1[CH2:13][CH2:12][CH2:11][C@@H:10]([C:14]([NH:16][NH:17][C:18]([C@H:20]2[CH2:26][CH2:25][C@@H:24]3[CH2:27][N:21]2[C:22](=[O:36])[N:23]3[OH:28])=[O:19])=[O:15])[CH2:9]1)=[O:7])([CH3:4])([CH3:2])[CH3:3]. Given the reactants [C:1]([O:5][C:6]([N:8]1[CH2:13][CH2:12][CH2:11][C@@H:10]([C:14]([NH:16][NH:17][C:18]([C@H:20]2[CH2:26][CH2:25][C@@H:24]3[CH2:27][N:21]2[C:22](=[O:36])[N:23]3[O:28]CC2C=CC=CC=2)=[O:19])=[O:15])[CH2:9]1)=[O:7])([CH3:4])([CH3:3])[CH3:2], predict the reaction product. (3) Given the reactants [C:1]12([OH:11])[CH2:10][CH:5]3[CH2:6][CH:7]([CH2:9][CH:3]([CH2:4]3)[CH2:2]1)[CH2:8]2.[C:12]1([CH3:22])[CH:17]=[CH:16][C:15]([S:18](Cl)(=[O:20])=[O:19])=[CH:14][CH:13]=1.C(N(CC)CC)C, predict the reaction product. The product is: [CH3:22][C:12]1[CH:17]=[CH:16][C:15]([S:18]([OH:11])(=[O:20])=[O:19])=[CH:14][CH:13]=1.[CH:1]12[CH2:10][CH:5]3[CH2:6][CH:7]([CH2:9][CH:3]([CH2:4]3)[CH2:2]1)[CH2:8]2. (4) Given the reactants [NH2:1][CH2:2][C:3]1[CH:8]=[CH:7][C:6]([NH:9][C:10](=[O:18])[C:11]2[CH:16]=[CH:15][C:14]([F:17])=[CH:13][CH:12]=2)=[CH:5][CH:4]=1.CCN(CC)CC.[Cl:26][C:27]1[N:36]=[C:35](Cl)[C:34]2[C:29](=[CH:30][C:31]([I:38])=[CH:32][CH:33]=2)[N:28]=1, predict the reaction product. The product is: [Cl:26][C:27]1[N:36]=[C:35]([NH:1][CH2:2][C:3]2[CH:4]=[CH:5][C:6]([NH:9][C:10](=[O:18])[C:11]3[CH:16]=[CH:15][C:14]([F:17])=[CH:13][CH:12]=3)=[CH:7][CH:8]=2)[C:34]2[C:29](=[CH:30][C:31]([I:38])=[CH:32][CH:33]=2)[N:28]=1. (5) Given the reactants [C:1]([C:5]1[S:9][C:8]([C:10]([NH:12][C@H:13]([C:22]([O:24][C:25]([CH3:28])([CH3:27])[CH3:26])=[O:23])[CH2:14][C:15]2[CH:20]=[CH:19][C:18]([OH:21])=[CH:17][CH:16]=2)=[O:11])=[CH:7][CH:6]=1)([CH3:4])([CH3:3])[CH3:2].CCN(C(C)C)C(C)C.C1C=CC(N([S:45]([C:48]([F:51])([F:50])[F:49])(=[O:47])=[O:46])[S:45]([C:48]([F:51])([F:50])[F:49])(=[O:47])=[O:46])=CC=1, predict the reaction product. The product is: [C:1]([C:5]1[S:9][C:8]([C:10]([NH:12][C@@H:13]([CH2:14][C:15]2[CH:16]=[CH:17][C:18]([O:21][S:45]([C:48]([F:51])([F:50])[F:49])(=[O:47])=[O:46])=[CH:19][CH:20]=2)[C:22]([O:24][C:25]([CH3:28])([CH3:27])[CH3:26])=[O:23])=[O:11])=[CH:7][CH:6]=1)([CH3:4])([CH3:2])[CH3:3]. (6) Given the reactants CN(C(ON1N=NC2C=CC=NC1=2)=[N+](C)C)C.F[P-](F)(F)(F)(F)F.[CH3:25][C:26]1[CH:32]=[CH:31][C:29]([NH2:30])=[CH:28][C:27]=1[C:33]1[CH:34]=[C:35]([N:42]2[CH2:47][CH2:46][O:45][CH2:44][CH2:43]2)[C:36]2[N:37]([CH:39]=[CH:40][N:41]=2)[CH:38]=1.[F:48][CH:49]([F:59])[C:50]1[CH:51]=[C:52]([CH:56]=[CH:57][CH:58]=1)[C:53](O)=[O:54].CCN(C(C)C)C(C)C, predict the reaction product. The product is: [F:48][CH:49]([F:59])[C:50]1[CH:51]=[C:52]([CH:56]=[CH:57][CH:58]=1)[C:53]([NH:30][C:29]1[CH:31]=[CH:32][C:26]([CH3:25])=[C:27]([C:33]2[CH:34]=[C:35]([N:42]3[CH2:47][CH2:46][O:45][CH2:44][CH2:43]3)[C:36]3[N:37]([CH:39]=[CH:40][N:41]=3)[CH:38]=2)[CH:28]=1)=[O:54]. (7) Given the reactants Br[C:2]1[CH:22]=[C:21]([CH3:23])[CH:20]=[CH:19][C:3]=1[O:4][C:5]1[C:14]2[C:9](=[CH:10][C:11]([O:17][CH3:18])=[C:12]([O:15][CH3:16])[CH:13]=2)[N:8]=[CH:7][CH:6]=1.C([Li])CCC.CCCCCC.[C:35](Cl)(=[O:40])[C:36]([CH3:39])([CH3:38])[CH3:37].O, predict the reaction product. The product is: [CH3:16][O:15][C:12]1[CH:13]=[C:14]2[C:9](=[CH:10][C:11]=1[O:17][CH3:18])[N:8]=[CH:7][CH:6]=[C:5]2[O:4][C:3]1[CH:19]=[CH:20][C:21]([CH3:23])=[CH:22][C:2]=1[C:35](=[O:40])[C:36]([CH3:39])([CH3:38])[CH3:37].